Dataset: Full USPTO retrosynthesis dataset with 1.9M reactions from patents (1976-2016). Task: Predict the reactants needed to synthesize the given product. (1) Given the product [CH3:16][C:6]1[C:7]([CH:8]([CH2:13][CH2:14][CH3:15])[C:9]([O:11][CH3:12])=[O:10])=[C:2]([C:38]2[CH:37]=[C:36]3[C:41](=[CH:40][CH:39]=2)[N:33]([CH3:32])[CH:34]=[CH:35]3)[N:3]=[C:4]([C:17]2[CH:22]=[CH:21][CH:20]=[CH:19][CH:18]=2)[N:5]=1, predict the reactants needed to synthesize it. The reactants are: Cl[C:2]1[C:7]([CH:8]([CH2:13][CH2:14][CH3:15])[C:9]([O:11][CH3:12])=[O:10])=[C:6]([CH3:16])[N:5]=[C:4]([C:17]2[CH:22]=[CH:21][CH:20]=[CH:19][CH:18]=2)[N:3]=1.C(N(CC)C(C)C)(C)C.[CH3:32][N:33]1[C:41]2[C:36](=[CH:37][C:38](B3OC(C)(C)C(C)(C)O3)=[CH:39][CH:40]=2)[CH:35]=[CH:34]1. (2) Given the product [NH2:1][C@@H:4]1[CH2:8][C@@H:7]([CH2:9][OH:10])[C@@H:6]([O:11][Si:12]([C:15]([CH3:18])([CH3:17])[CH3:16])([CH3:13])[CH3:14])[CH2:5]1, predict the reactants needed to synthesize it. The reactants are: [N:1]([C@@H:4]1[CH2:8][C@@H:7]([CH2:9][OH:10])[C@@H:6]([O:11][Si:12]([C:15]([CH3:18])([CH3:17])[CH3:16])([CH3:14])[CH3:13])[CH2:5]1)=[N+]=[N-].CCOC(C)=O. (3) Given the product [F:52][C:53]1[CH:54]=[CH:55][C:56]([C:66]([F:69])([F:67])[F:68])=[C:57]([NH:59][CH:60]2[CH2:61][CH2:62][N:63]([C:25](=[O:27])[CH2:24][NH:23][C:21]([C:18]3[CH:17]=[C:16]([C:10]4[CH:11]=[CH:12][CH:13]=[CH:14][CH:15]=4)[NH:20][N:19]=3)=[O:22])[CH2:64][CH2:65]2)[CH:58]=1, predict the reactants needed to synthesize it. The reactants are: CCN(C(C)C)C(C)C.[C:10]1([C:16]2[NH:20][N:19]=[C:18]([C:21]([NH:23][CH2:24][C:25]([OH:27])=O)=[O:22])[CH:17]=2)[CH:15]=[CH:14][CH:13]=[CH:12][CH:11]=1.C1C=CC2N(O)N=NC=2C=1.CCN=C=NCCCN(C)C.Cl.Cl.Cl.[F:52][C:53]1[CH:54]=[CH:55][C:56]([C:66]([F:69])([F:68])[F:67])=[C:57]([NH:59][CH:60]2[CH2:65][CH2:64][NH:63][CH2:62][CH2:61]2)[CH:58]=1.Cl.Cl.N1CCC(NC2C=CC=CC=2C(F)(F)F)CC1.